Dataset: Reaction yield outcomes from USPTO patents with 853,638 reactions. Task: Predict the reaction yield, written as a fraction of the theoretical maximum amount of product (1.0 means a 100% yield; for example, 0.34 means a 34% yield). (1) The reactants are [CH3:1][O:2][C:3]1[C@@H:4]([CH:11]([CH3:13])[CH3:12])[N:5]=[C:6]([O:9][CH3:10])[CH2:7][N:8]=1.C([Li])CCC.[F:19][C:20]([F:30])([F:29])[C:21]1[CH:28]=[CH:27][C:24]([CH:25]=[O:26])=[CH:23][CH:22]=1. The catalyst is C1COCC1.CCOC(C)=O. The product is [CH:11]([C@@H:4]1[C:3]([O:2][CH3:1])=[N:8][C@@H:7]([C@H:25]([C:24]2[CH:23]=[CH:22][C:21]([C:20]([F:19])([F:29])[F:30])=[CH:28][CH:27]=2)[OH:26])[C:6]([O:9][CH3:10])=[N:5]1)([CH3:13])[CH3:12]. The yield is 0.220. (2) The reactants are I[CH:2]1[CH2:6][CH2:5][N:4]([C:7]([O:9][C:10]([CH3:13])([CH3:12])[CH3:11])=[O:8])[CH2:3]1.[Br:14][C:15]1[C:20]([F:21])=[CH:19][C:18]([N:22]2[C:31]3[C:26](=[CH:27][C:28]([S:32]([N:35]([C:45]4[CH:49]=[CH:48][O:47][N:46]=4)[CH2:36][C:37]4[CH:42]=[CH:41][C:40]([O:43][CH3:44])=[CH:39][CH:38]=4)(=[O:34])=[O:33])=[CH:29][CH:30]=3)[CH:25]=[CH:24][C:23]2=[O:50])=[C:17]([OH:51])[CH:16]=1.C(=O)([O-])[O-].[Cs+].[Cs+]. The catalyst is C(#N)C. The product is [Br:14][C:15]1[C:20]([F:21])=[CH:19][C:18]([N:22]2[C:31]3[C:26](=[CH:27][C:28]([S:32](=[O:33])(=[O:34])[N:35]([C:45]4[CH:49]=[CH:48][O:47][N:46]=4)[CH2:36][C:37]4[CH:38]=[CH:39][C:40]([O:43][CH3:44])=[CH:41][CH:42]=4)=[CH:29][CH:30]=3)[CH:25]=[CH:24][C:23]2=[O:50])=[C:17]([CH:16]=1)[O:51][CH:2]1[CH2:6][CH2:5][N:4]([C:7]([O:9][C:10]([CH3:13])([CH3:12])[CH3:11])=[O:8])[CH2:3]1. The yield is 1.00. (3) The reactants are Br[C:2]1[CH:3]=[C:4]([C:8]2([C:21]3[CH:26]=[CH:25][CH:24]=[CH:23][CH:22]=3)[C:20]3[CH:19]=[CH:18][CH:17]=[CH:16][C:15]=3[C:14]3[C:9]2=[CH:10][CH:11]=[CH:12][CH:13]=3)[CH:5]=[CH:6][CH:7]=1.C([Li])CCC.[B:32](OC)([O:35]C)[O:33]C.Cl. The catalyst is C(OCC)(=O)C.CCCCCC.O1CCCC1. The product is [C:20]1([C:8]2([C:9]3[CH:10]=[C:11]([B:32]([OH:35])[OH:33])[CH:12]=[CH:13][CH:14]=3)[C:21]3[CH:22]=[CH:23][CH:24]=[CH:25][C:26]=3[C:3]3[C:4]2=[CH:5][CH:6]=[CH:7][CH:2]=3)[CH:19]=[CH:18][CH:17]=[CH:16][CH:15]=1. The yield is 0.900. (4) The reactants are [CH3:1]C(C)([O-])C.[K+].[F:7][C:8]1[C:9]([NH:22][C:23]2[CH:28]=[CH:27][C:26]([I:29])=[CH:25][C:24]=2[F:30])=[C:10]([C:15]([N:17]2[CH2:20][C:19](=O)[CH2:18]2)=[O:16])[CH:11]=[CH:12][C:13]=1[F:14].C(OCC)(=O)C. The catalyst is [Br-].C[P+](C1C=CC=CC=1)(C1C=CC=CC=1)C1C=CC=CC=1.O1CCCC1. The product is [F:7][C:8]1[C:13]([F:14])=[CH:12][CH:11]=[C:10]([C:15]([N:17]2[CH2:20][C:19](=[CH2:1])[CH2:18]2)=[O:16])[C:9]=1[NH:22][C:23]1[CH:28]=[CH:27][C:26]([I:29])=[CH:25][C:24]=1[F:30]. The yield is 0.210.